This data is from Full USPTO retrosynthesis dataset with 1.9M reactions from patents (1976-2016). The task is: Predict the reactants needed to synthesize the given product. (1) Given the product [CH3:7][CH:6]([C@H:8]([CH2:24][C@H:25]([NH2:43])[C@@H:26]([OH:42])[CH2:27][C@H:28]([C:32]([NH:34][CH2:35][C:36]([C:39]([NH2:41])=[O:40])([CH3:37])[CH3:38])=[O:33])[CH:29]([CH3:30])[CH3:31])[CH2:9][C:10]1[CH:11]=[CH:12][C:13]([O:22][CH3:23])=[C:14]([O:16][CH2:17][CH2:18][CH2:19][O:20][CH3:21])[CH:15]=1)[CH3:5].[N+:1]([O-:4])([O-:3])=[O:2], predict the reactants needed to synthesize it. The reactants are: [N+:1]([O-:4])([OH:3])=[O:2].[CH3:5][CH:6]([C@H:8]([CH2:24][C@H:25]([NH2:43])[C@@H:26]([OH:42])[CH2:27][C@H:28]([C:32]([NH:34][CH2:35][C:36]([C:39]([NH2:41])=[O:40])([CH3:38])[CH3:37])=[O:33])[CH:29]([CH3:31])[CH3:30])[CH2:9][C:10]1[CH:11]=[CH:12][C:13]([O:22][CH3:23])=[C:14]([O:16][CH2:17][CH2:18][CH2:19][O:20][CH3:21])[CH:15]=1)[CH3:7]. (2) Given the product [CH2:8]([NH:15][C:16]1[CH:21]=[CH:20][N:19]=[C:18]([NH:23][C:24]2[CH:25]=[C:26]3[C:30](=[CH:31][CH:32]=2)[NH:29][CH:28]=[C:27]3[C:33]2[CH2:34][CH2:35][NH:36][CH2:37][CH:38]=2)[N:17]=1)[C:9]1[CH:14]=[CH:13][CH:12]=[CH:11][CH:10]=1, predict the reactants needed to synthesize it. The reactants are: FC(F)(F)C(O)=O.[CH2:8]([NH:15][C:16]1[C:21](Br)=[CH:20][N:19]=[C:18]([NH:23][C:24]2[CH:25]=[C:26]3[C:30](=[CH:31][CH:32]=2)[NH:29][CH:28]=[C:27]3[C:33]2[CH2:34][CH2:35][NH:36][CH2:37][CH:38]=2)[N:17]=1)[C:9]1[CH:14]=[CH:13][CH:12]=[CH:11][CH:10]=1. (3) Given the product [C:1]([C:4]1[CH:13]([C:14]2[CH:21]=[CH:20][C:17]([C:18]#[N:19])=[CH:16][C:15]=2[F:22])[C:12]2[C:7](=[CH:8][CH:9]=[N:10][C:11]=2[O:23][CH2:33][CH3:34])[NH:6][C:5]=1[CH3:24])(=[O:3])[CH3:2], predict the reactants needed to synthesize it. The reactants are: [C:1]([C:4]1[CH:13]([C:14]2[CH:21]=[CH:20][C:17]([C:18]#[N:19])=[CH:16][C:15]=2[F:22])[C:12]2[C:11](=[O:23])[NH:10][CH:9]=[CH:8][C:7]=2[NH:6][C:5]=1[CH3:24])(=[O:3])[CH3:2].ClCCl.F[B-](F)(F)F.[CH2:33]([O+](CC)CC)[CH3:34].CO. (4) Given the product [CH3:32][N:31]([CH3:33])[C:27]1[CH:26]=[C:25]([C:21]2[CH:22]=[CH:23][CH:24]=[C:19]([C:10]3[CH:9]=[C:8]([OH:7])[N:12]([C:13]4[CH:18]=[CH:17][CH:16]=[CH:15][N:14]=4)[N:11]=3)[CH:20]=2)[CH:30]=[CH:29][CH:28]=1, predict the reactants needed to synthesize it. The reactants are: C(=O)([O:7][C:8]1[N:12]([C:13]2[CH:18]=[CH:17][CH:16]=[CH:15][N:14]=2)[N:11]=[C:10]([C:19]2[CH:20]=[C:21]([C:25]3[CH:30]=[CH:29][CH:28]=[C:27]([N:31]([CH3:33])[CH3:32])[CH:26]=3)[CH:22]=[CH:23][CH:24]=2)[CH:9]=1)OC(C)(C)C.C(=O)(OC(C)(C)C)OC1N(C2C=CC=CN=2)N=C(C2C=CC(C3C=CC=CC=3)=CC=2)C=1. (5) Given the product [CH:35]1([C:33]([NH:32][C:30]2[N:31]=[C:26]3[CH:25]=[CH:24][C:23]([O:22][C:21]4[CH:38]=[CH:39][C:40]([CH3:41])=[C:19]([NH:18][C:6]([CH:1]5[CH2:2][CH:3]=[CH:4][CH2:5]5)=[O:8])[CH:20]=4)=[CH:28][N:27]3[N:29]=2)=[O:34])[CH2:36][CH2:37]1, predict the reactants needed to synthesize it. The reactants are: [CH:1]1([C:6]([OH:8])=O)[CH2:5][CH:4]=[CH:3][CH2:2]1.O1CCCC1.S(Cl)(Cl)=O.[NH2:18][C:19]1[CH:20]=[C:21]([CH:38]=[CH:39][C:40]=1[CH3:41])[O:22][C:23]1[CH:24]=[CH:25][C:26]2[N:27]([N:29]=[C:30]([NH:32][C:33]([CH:35]3[CH2:37][CH2:36]3)=[O:34])[N:31]=2)[CH:28]=1. (6) Given the product [CH2:1]([O:8][C@H:9]1[C@H:14]([O:15][CH2:16][C:17]2[CH:22]=[CH:21][CH:20]=[CH:19][CH:18]=2)[C@@H:13]([O:23][CH2:24][C:25]2[CH:30]=[CH:29][CH:28]=[CH:27][CH:26]=2)[C@@:12]([C:33]2[CH:38]=[CH:37][C:36]([Cl:39])=[C:35]([CH2:40][C:41]3[CH:42]=[CH:43][C:44]([O:47][C:48]([F:50])([F:51])[F:49])=[CH:45][CH:46]=3)[CH:34]=2)([O:31][CH3:32])[O:11][C@@:10]1([CH2:67][OH:69])[CH:52]=[O:53])[C:2]1[CH:3]=[CH:4][CH:5]=[CH:6][CH:7]=1, predict the reactants needed to synthesize it. The reactants are: [CH2:1]([O:8][C@H:9]1[C@H:14]([O:15][CH2:16][C:17]2[CH:22]=[CH:21][CH:20]=[CH:19][CH:18]=2)[C@@H:13]([O:23][CH2:24][C:25]2[CH:30]=[CH:29][CH:28]=[CH:27][CH:26]=2)[C@@:12]([C:33]2[CH:38]=[CH:37][C:36]([Cl:39])=[C:35]([CH2:40][C:41]3[CH:46]=[CH:45][C:44]([O:47][C:48]([F:51])([F:50])[F:49])=[CH:43][CH:42]=3)[CH:34]=2)([O:31][CH3:32])[O:11][C@@H:10]1[CH:52]=[O:53])[C:2]1[CH:7]=[CH:6][CH:5]=[CH:4][CH:3]=1.C=O.N12CCCN=C1CCCCC2.[C:67](OCC)(=[O:69])C. (7) Given the product [F:36][C:34]1[CH:33]=[CH:32][CH:31]=[C:30]2[C:35]=1[N:27]([C:24]1[N:23]=[C:22]([C@@H:20]3[CH2:21][C@H:18]([N:5]([S:6]([C:9]4[CH:14]=[CH:13][CH:12]=[CH:11][C:10]=4[N+:15]([O-:17])=[O:16])(=[O:7])=[O:8])[CH2:4][CH2:3][CH2:2][NH:1][C:47](=[O:49])[CH3:48])[CH2:19]3)[O:26][N:25]=1)[N:28]=[C:29]2[CH:37]([CH3:39])[CH3:38], predict the reactants needed to synthesize it. The reactants are: [NH2:1][CH2:2][CH2:3][CH2:4][N:5]([C@H:18]1[CH2:21][C@@H:20]([C:22]2[O:26][N:25]=[C:24]([N:27]3[C:35]4[C:30](=[CH:31][CH:32]=[CH:33][C:34]=4[F:36])[C:29]([CH:37]([CH3:39])[CH3:38])=[N:28]3)[N:23]=2)[CH2:19]1)[S:6]([C:9]1[CH:14]=[CH:13][CH:12]=[CH:11][C:10]=1[N+:15]([O-:17])=[O:16])(=[O:8])=[O:7].C(N(CC)CC)C.[C:47](Cl)(=[O:49])[CH3:48].